From a dataset of Merck oncology drug combination screen with 23,052 pairs across 39 cell lines. Regression. Given two drug SMILES strings and cell line genomic features, predict the synergy score measuring deviation from expected non-interaction effect. (1) Drug 1: Nc1ccn(C2OC(CO)C(O)C2(F)F)c(=O)n1. Drug 2: NC1(c2ccc(-c3nc4ccn5c(=O)[nH]nc5c4cc3-c3ccccc3)cc2)CCC1. Cell line: SW620. Synergy scores: synergy=14.4. (2) Drug 1: O=S1(=O)NC2(CN1CC(F)(F)F)C1CCC2Cc2cc(C=CCN3CCC(C(F)(F)F)CC3)ccc2C1. Drug 2: COC12C(COC(N)=O)C3=C(C(=O)C(C)=C(N)C3=O)N1CC1NC12. Cell line: RPMI7951. Synergy scores: synergy=-6.01. (3) Drug 1: Nc1ccn(C2OC(CO)C(O)C2(F)F)c(=O)n1. Drug 2: COC1=C2CC(C)CC(OC)C(O)C(C)C=C(C)C(OC(N)=O)C(OC)C=CC=C(C)C(=O)NC(=CC1=O)C2=O. Cell line: OCUBM. Synergy scores: synergy=8.20. (4) Drug 1: N.N.O=C(O)C1(C(=O)O)CCC1.[Pt]. Drug 2: Cc1nc(Nc2ncc(C(=O)Nc3c(C)cccc3Cl)s2)cc(N2CCN(CCO)CC2)n1. Cell line: KPL1. Synergy scores: synergy=11.1. (5) Drug 1: CCc1cnn2c(NCc3ccc[n+]([O-])c3)cc(N3CCCCC3CCO)nc12. Cell line: HT144. Drug 2: Cn1cc(-c2cnn3c(N)c(Br)c(C4CCCNC4)nc23)cn1. Synergy scores: synergy=5.05. (6) Drug 1: CS(=O)(=O)CCNCc1ccc(-c2ccc3ncnc(Nc4ccc(OCc5cccc(F)c5)c(Cl)c4)c3c2)o1. Drug 2: CC1(c2nc3c(C(N)=O)cccc3[nH]2)CCCN1. Cell line: COLO320DM. Synergy scores: synergy=1.08. (7) Drug 1: N#Cc1ccc(Cn2cncc2CN2CCN(c3cccc(Cl)c3)C(=O)C2)cc1. Drug 2: Cn1nnc2c(C(N)=O)ncn2c1=O. Cell line: OCUBM. Synergy scores: synergy=-3.64. (8) Drug 1: COc1cc(C2c3cc4c(cc3C(OC3OC5COC(C)OC5C(O)C3O)C3COC(=O)C23)OCO4)cc(OC)c1O. Drug 2: O=C(O)C1(Cc2cccc(Nc3nccs3)n2)CCC(Oc2cccc(Cl)c2F)CC1. Cell line: A427. Synergy scores: synergy=-1.46.